This data is from Forward reaction prediction with 1.9M reactions from USPTO patents (1976-2016). The task is: Predict the product of the given reaction. (1) Given the reactants [Br:1][C:2]1[CH:8]=[CH:7][C:5]([NH2:6])=[C:4]([F:9])[CH:3]=1.[S-:10][C:11]#[N:12].[K+].BrBr, predict the reaction product. The product is: [Br:1][C:2]1[CH:3]=[C:4]([F:9])[C:5]2[N:6]=[C:11]([NH2:12])[S:10][C:7]=2[CH:8]=1. (2) Given the reactants C(N(C(C)C)CC)(C)C.[Cl:10][C:11]1[CH:12]=[CH:13][C:14]2[N:19]=[C:18]([C:20]3[C:29]4[C:24](=[CH:25][CH:26]=[CH:27][CH:28]=4)[CH:23]=[CH:22][CH:21]=3)[O:17][C:16](=[O:30])[C:15]=2[CH:31]=1.[CH:32]1([NH2:38])[CH2:37][CH2:36][CH2:35][CH2:34][CH2:33]1, predict the reaction product. The product is: [Cl:10][C:11]1[CH:12]=[CH:13][C:14]([NH:19][C:18]([C:20]2[C:29]3[C:24](=[CH:25][CH:26]=[CH:27][CH:28]=3)[CH:23]=[CH:22][CH:21]=2)=[O:17])=[C:15]([C:16]([NH:38][CH:32]2[CH2:37][CH2:36][CH2:35][CH2:34][CH2:33]2)=[O:30])[CH:31]=1. (3) Given the reactants Cl[C:2]1[CH:3]=[C:4]([CH:9]=C[CH:11]=1)[C:5]([O:7]O)=[O:6].[I:12][C:13]1[CH:18]=[CH:17][CH:16]=[CH:15][C:14]=1[S:19][CH3:20].[OH-:21].[Ca+2].[OH-], predict the reaction product. The product is: [C:5]([O:7][CH2:13][CH3:14])(=[O:6])[CH3:4].[CH3:11][CH2:2][CH2:3][CH:4]([CH3:9])[CH3:5].[I:12][C:13]1[CH:18]=[CH:17][CH:16]=[CH:15][C:14]=1[S:19]([CH3:20])=[O:21]. (4) The product is: [CH3:26][O:28][C:2]1[C:7]([O:8][C:9]([F:12])([F:11])[F:10])=[CH:6][CH:5]=[CH:4][C:3]=1[CH:13]1[CH2:18][CH2:17][N:16]([CH2:19][CH2:20][CH3:21])[CH2:15][CH2:14]1. Given the reactants F[C:2]1[C:7]([O:8][C:9]([F:12])([F:11])[F:10])=[CH:6][CH:5]=[CH:4][C:3]=1[CH:13]1[CH2:18][CH2:17][N:16]([CH2:19][CH2:20][CH3:21])[CH2:15][CH2:14]1.C[O-].[Na+].O.[C:26](OCC)(=[O:28])C, predict the reaction product.